Dataset: Forward reaction prediction with 1.9M reactions from USPTO patents (1976-2016). Task: Predict the product of the given reaction. (1) Given the reactants Cl[C:2]1[CH:11]=[CH:10][C:9]2[C:4](=[C:5]([C:12]3[NH:20][C:19]4[CH2:18][CH2:17][NH:16][C:15](=[O:21])[C:14]=4[CH:13]=3)[CH:6]=[CH:7][CH:8]=2)[N:3]=1.[N:22]1[CH:27]=[CH:26][C:25]([NH2:28])=[CH:24][CH:23]=1.CC(C1C=C(C(C)C)C(C2C(P(C3CCCCC3)C3CCCCC3)=C(OC)C=CC=2OC)=C(C(C)C)C=1)C.[Li+].C[Si]([N-][Si](C)(C)C)(C)C, predict the reaction product. The product is: [N:22]1[CH:27]=[CH:26][C:25]([NH:28][C:2]2[CH:11]=[CH:10][C:9]3[C:4](=[C:5]([C:12]4[NH:20][C:19]5[CH2:18][CH2:17][NH:16][C:15](=[O:21])[C:14]=5[CH:13]=4)[CH:6]=[CH:7][CH:8]=3)[N:3]=2)=[CH:24][CH:23]=1. (2) Given the reactants [OH:1]S(O)(=O)=O.[CH3:6][C:7]1[C:12]([C:13]#[C:14][C:15]2[CH:20]=[CH:19][C:18]([CH2:21][C:22]([OH:24])=[O:23])=[CH:17][CH:16]=2)=[CH:11][CH:10]=[CH:9][N:8]=1, predict the reaction product. The product is: [CH3:6][C:7]1[C:12]([CH2:13][C:14]([C:15]2[CH:16]=[CH:17][C:18]([CH2:21][C:22]([OH:24])=[O:23])=[CH:19][CH:20]=2)=[O:1])=[CH:11][CH:10]=[CH:9][N:8]=1. (3) Given the reactants [I:1][C:2]1[CH:7]=[CH:6][C:5]([S:8](Cl)(=[O:10])=[O:9])=[CH:4][CH:3]=1.[NH2:12][C:13]1[N:18]=[CH:17][C:16]([C:19](=[O:21])[CH3:20])=[CH:15][CH:14]=1.Cl, predict the reaction product. The product is: [C:19]([C:16]1[CH:15]=[CH:14][C:13]([NH:12][S:8]([C:5]2[CH:6]=[CH:7][C:2]([I:1])=[CH:3][CH:4]=2)(=[O:10])=[O:9])=[N:18][CH:17]=1)(=[O:21])[CH3:20].